Dataset: Catalyst prediction with 721,799 reactions and 888 catalyst types from USPTO. Task: Predict which catalyst facilitates the given reaction. (1) The catalyst class is: 16. Reactant: [C:1]([O:8][CH3:9])(=[O:7])[CH2:2][C:3]([O:5][CH3:6])=[O:4].[H-].[Na+].[Cl:12][C:13]1[CH:18]=[C:17]([N+:19]([O-:21])=[O:20])[C:16](Cl)=[CH:15][C:14]=1[NH:23][C:24](=[O:26])[CH3:25]. Product: [C:24]([NH:23][C:14]1[C:13]([Cl:12])=[CH:18][C:17]([N+:19]([O-:21])=[O:20])=[C:16]([CH:2]([C:1]([O:8][CH3:9])=[O:7])[C:3]([O:5][CH3:6])=[O:4])[CH:15]=1)(=[O:26])[CH3:25]. (2) Reactant: [NH2:1][C:2]1[C:11]2[C:6](=[CH:7][C:8]([C:12]#[N:13])=[CH:9][CH:10]=2)[CH:5]=[C:4]([CH3:14])[N:3]=1.CO.[ClH:17]. Product: [ClH:17].[NH2:1][C:2]1[C:11]2[C:6](=[CH:7][C:8]([CH2:12][NH2:13])=[CH:9][CH:10]=2)[CH:5]=[C:4]([CH3:14])[N:3]=1. The catalyst class is: 365. (3) Reactant: COC1C=C(OC)C=CC=1C[N:6]([C:31]1[CH:36]=[CH:35][N:34]=[CH:33][N:32]=1)[S:7]([C:10]1[CH:15]=[C:14]([F:16])[C:13]([O:17][C@H:18]2[CH2:23][CH2:22][CH2:21][CH2:20][C@@H:19]2[C:24]2[N:28]([CH3:29])[CH:27]=[N:26][CH:25]=2)=[CH:12][C:11]=1[F:30])(=[O:9])=[O:8].C([SiH](CC)CC)C.FC(F)(F)C(O)=O. Product: [F:30][C:11]1[CH:12]=[C:13]([O:17][C@H:18]2[CH2:23][CH2:22][CH2:21][CH2:20][C@@H:19]2[C:24]2[N:28]([CH3:29])[CH:27]=[N:26][CH:25]=2)[C:14]([F:16])=[CH:15][C:10]=1[S:7]([NH:6][C:31]1[CH:36]=[CH:35][N:34]=[CH:33][N:32]=1)(=[O:8])=[O:9]. The catalyst class is: 4. (4) Reactant: [CH:1](=[C:8]1[C:17]2[C:12](=[CH:13][CH:14]=[CH:15][CH:16]=2)[C:10](=O)[O:9]1)[C:2]1[CH:7]=[CH:6][CH:5]=[CH:4][CH:3]=1.O.[NH2:19][NH2:20]. Product: [CH2:1]([C:8]1[C:17]2[C:12](=[CH:13][CH:14]=[CH:15][CH:16]=2)[C:10](=[O:9])[NH:20][N:19]=1)[C:2]1[CH:7]=[CH:6][CH:5]=[CH:4][CH:3]=1. The catalyst class is: 8. (5) Reactant: [C:1]1([CH3:34])[CH:6]=[CH:5][C:4]([S:7]([N:10]2[C:18]3[C:13](=[CH:14][C:15]([C:19]#[N:20])=[CH:16][CH:17]=3)[C:12]([Sn](CCCC)(CCCC)CCCC)=[CH:11]2)(=[O:9])=[O:8])=[CH:3][CH:2]=1.[CH2:35]([O:37][C:38]([C:40]1[CH2:44][CH2:43][CH2:42][C:41]=1OS(C(F)(F)F)(=O)=O)=[O:39])[CH3:36].C1([As](C2C=CC=CC=2)C2C=CC=CC=2)C=CC=CC=1. The catalyst class is: 3. Product: [CH2:35]([O:37][C:38]([C:40]1[CH2:44][CH2:43][CH2:42][C:41]=1[C:12]1[C:13]2[C:18](=[CH:17][CH:16]=[C:15]([C:19]#[N:20])[CH:14]=2)[N:10]([S:7]([C:4]2[CH:5]=[CH:6][C:1]([CH3:34])=[CH:2][CH:3]=2)(=[O:9])=[O:8])[CH:11]=1)=[O:39])[CH3:36]. (6) Reactant: C(OC([NH:8][C@H:9]([C:13]1[CH:18]=[CH:17][C:16](OCCOC(C)(C)C)=[CH:15][CH:14]=1)[C:10]([OH:12])=[O:11])=O)(C)(C)C.ClC[C:29]([N:31]([CH3:33])[CH3:32])=[O:30].[H-].[Na+].[C:36]([O:40][C:41](N[C@@H](C1C=CC(O)=CC=1)C(O)=O)=[O:42])([CH3:39])([CH3:38])[CH3:37].CN(C)[CH:57]=[O:58]. Product: [C:36]([O:40][C:41]([C@@:9]([NH2:8])([C:13]1[CH:14]=[CH:15][C:16]([C:29](=[O:30])[N:31]([CH3:33])[CH3:32])=[CH:17][C:18]=1[O:58][CH3:57])[C:10]([OH:12])=[O:11])=[O:42])([CH3:39])([CH3:38])[CH3:37]. The catalyst class is: 6. (7) Reactant: [OH:1][C@@H:2]([CH3:7])[CH2:3][C:4]([O-:6])=O.CN(C(ON1N=NC2C=CC=NC1=2)=[N+](C)C)C.F[P-](F)(F)(F)(F)F.CCN(C(C)C)C(C)C.[NH2:41][C:42]1[CH:47]=[CH:46][C:45]([C:48]2[CH:53]=[CH:52][N:51]=[C:50]([NH:54][C:55]3[CH:60]=[CH:59][C:58]([N:61]4[CH2:66][CH2:65][O:64][CH2:63][CH2:62]4)=[CH:57][CH:56]=3)[N:49]=2)=[CH:44][CH:43]=1. Product: [OH:1][C@@H:2]([CH3:7])[CH2:3][C:4]([NH:41][C:42]1[CH:47]=[CH:46][C:45]([C:48]2[CH:53]=[CH:52][N:51]=[C:50]([NH:54][C:55]3[CH:56]=[CH:57][C:58]([N:61]4[CH2:62][CH2:63][O:64][CH2:65][CH2:66]4)=[CH:59][CH:60]=3)[N:49]=2)=[CH:44][CH:43]=1)=[O:6]. The catalyst class is: 3. (8) Reactant: [CH3:1][C:2]([CH3:10])([CH2:7][CH:8]=[CH2:9])[CH2:3][S:4]([O-:6])=[O:5].[Na+].C([O-])(=O)C.[Na+].[NH2:17]OS(O)(=O)=O. Product: [CH3:1][C:2]([CH3:10])([CH2:7][CH:8]=[CH2:9])[CH2:3][S:4]([NH2:17])(=[O:6])=[O:5]. The catalyst class is: 6. (9) The catalyst class is: 2. Product: [CH:27]1([NH:26][C:22]2[CH:21]=[C:20]([C:18]3[CH:17]=[C:16]([C:33]4[O:34][CH:35]=[N:36][N:37]=4)[CH:15]=[C:14]([N:11]4[CH2:12][CH2:13][NH:8][CH2:9][CH2:10]4)[N:19]=3)[CH:25]=[CH:24][N:23]=2)[CH2:28][CH2:29][CH2:30][CH2:31][CH2:32]1. Reactant: C(OC([N:8]1[CH2:13][CH2:12][N:11]([C:14]2[N:19]=[C:18]([C:20]3[CH:25]=[CH:24][N:23]=[C:22]([NH:26][CH:27]4[CH2:32][CH2:31][CH2:30][CH2:29][CH2:28]4)[CH:21]=3)[CH:17]=[C:16]([C:33]3[O:34][CH:35]=[N:36][N:37]=3)[CH:15]=2)[CH2:10][CH2:9]1)=O)(C)(C)C.C(O)(C(F)(F)F)=O.